Dataset: Retrosynthesis with 50K atom-mapped reactions and 10 reaction types from USPTO. Task: Predict the reactants needed to synthesize the given product. (1) Given the product Cc1nc2ccccc2n1-c1nc(N2CCOCC2)c2nc(CN(C)C3CCN(C(C)C)CC3)n(C)c2n1, predict the reactants needed to synthesize it. The reactants are: CNC1CCN(C(C)C)CC1.Cc1nc2ccccc2n1-c1nc(N2CCOCC2)c2nc(CBr)n(C)c2n1. (2) Given the product CN1CCc2ccc(N)cc2C1, predict the reactants needed to synthesize it. The reactants are: CN1CCc2ccc([N+](=O)[O-])cc2C1. (3) Given the product Cc1cc(-c2ccc(Cl)cc2)nc(-n2cnc(I)c2)n1, predict the reactants needed to synthesize it. The reactants are: Cc1cc(-c2ccc(Cl)cc2)nc(Cl)n1.Ic1c[nH]cn1.